This data is from Full USPTO retrosynthesis dataset with 1.9M reactions from patents (1976-2016). The task is: Predict the reactants needed to synthesize the given product. (1) Given the product [NH2:29]/[C:25](/[CH3:26])=[CH:24]\[C:23]([NH:22][C:5]1[CH:6]=[CH:7][C:8]([N:9]([CH2:16][CH2:17][CH2:18][CH2:19][CH2:20][CH3:21])[CH2:10][CH2:11][CH2:12][CH2:13][CH2:14][CH3:15])=[C:3]([C:1]#[N:2])[CH:4]=1)=[O:28], predict the reactants needed to synthesize it. The reactants are: [C:1]([C:3]1[CH:4]=[C:5]([NH:22][C:23](=[O:28])[CH2:24][C:25](=O)[CH3:26])[CH:6]=[CH:7][C:8]=1[N:9]([CH2:16][CH2:17][CH2:18][CH2:19][CH2:20][CH3:21])[CH2:10][CH2:11][CH2:12][CH2:13][CH2:14][CH3:15])#[N:2].[NH3:29]. (2) Given the product [Cl:8][C:6]1[N:5]=[C:4]([CH3:9])[N:3]=[C:2]([NH:12][CH3:11])[CH:7]=1, predict the reactants needed to synthesize it. The reactants are: Cl[C:2]1[CH:7]=[C:6]([Cl:8])[N:5]=[C:4]([CH3:9])[N:3]=1.C[CH2:11][N:12](C(C)C)C(C)C.CN. (3) Given the product [CH3:33][O:34][C:35]([C:37]1[CH:42]=[C:41]([CH2:43][O:25][C:24]([C:6]2[N:7]([CH2:13][C:14]3[CH:15]=[CH:16][C:17]([S:20]([CH3:23])(=[O:21])=[O:22])=[CH:18][CH:19]=3)[C:8](=[O:12])[C:9]3[C:4]([C:5]=2[C:27]2[CH:28]=[CH:29][CH:30]=[CH:31][CH:32]=2)=[CH:3][C:2]([Br:1])=[CH:11][CH:10]=3)=[O:26])[CH:40]=[CH:39][N:38]=1)=[O:36], predict the reactants needed to synthesize it. The reactants are: [Br:1][C:2]1[CH:3]=[C:4]2[C:9](=[CH:10][CH:11]=1)[C:8](=[O:12])[N:7]([CH2:13][C:14]1[CH:19]=[CH:18][C:17]([S:20]([CH3:23])(=[O:22])=[O:21])=[CH:16][CH:15]=1)[C:6]([C:24]([OH:26])=[O:25])=[C:5]2[C:27]1[CH:32]=[CH:31][CH:30]=[CH:29][CH:28]=1.[CH3:33][O:34][C:35]([C:37]1[CH:42]=[C:41]([CH2:43]O)[CH:40]=[CH:39][N:38]=1)=[O:36]. (4) The reactants are: [F:1][C:2]1[C:7]([C:8]([F:11])([F:10])[F:9])=[CH:6][CH:5]=[CH:4][C:3]=1[NH:12][C:13](=[O:19])[O:14][C:15]([CH3:18])([CH3:17])[CH3:16].[Li]C(C)(C)C.C(Br)(Br)(Br)[Br:26]. Given the product [Br:26][C:4]1[C:3]([NH:12][C:13](=[O:19])[O:14][C:15]([CH3:16])([CH3:18])[CH3:17])=[C:2]([F:1])[C:7]([C:8]([F:11])([F:10])[F:9])=[CH:6][CH:5]=1, predict the reactants needed to synthesize it. (5) Given the product [CH3:13][N:14]1[CH2:19][CH2:18][CH2:17][CH:16]([Se:27][C:21]2[CH:26]=[CH:25][CH:24]=[CH:23][CH:22]=2)[C:15]1=[O:20], predict the reactants needed to synthesize it. The reactants are: C(NC(C)C)(C)C.C([Li])CCC.[CH3:13][N:14]1[CH2:19][CH2:18][CH2:17][CH2:16][C:15]1=[O:20].[C:21]1([Se:27]Cl)[CH:26]=[CH:25][CH:24]=[CH:23][CH:22]=1. (6) Given the product [CH3:21][C:18]1[CH:17]=[CH:16][C:15]([C:2]2[C:11]3[C:6](=[CH:7][CH:8]=[C:9]([Br:12])[CH:10]=3)[C:5]([CH3:14])([CH3:13])[CH2:4][CH:3]=2)=[CH:20][CH:19]=1, predict the reactants needed to synthesize it. The reactants are: O[C:2]1([C:15]2[CH:20]=[CH:19][C:18]([CH3:21])=[CH:17][CH:16]=2)[C:11]2[C:6](=[CH:7][CH:8]=[C:9]([Br:12])[CH:10]=2)[C:5]([CH3:14])([CH3:13])[CH2:4][CH2:3]1.C1C=CC=CC=1.O.C1(C)C=CC(S(O)(=O)=O)=CC=1. (7) Given the product [C:10]([O:9][C:7](=[O:8])[NH:1][C@H:2]([CH3:3])[CH2:4][OH:5])([CH3:13])([CH3:11])[CH3:12], predict the reactants needed to synthesize it. The reactants are: [NH:1]([C:7]([O:9][C:10]([CH3:13])([CH3:12])[CH3:11])=[O:8])[C@@H:2]([C:4](O)=[O:5])[CH3:3].